Dataset: Human Reference Interactome with 51,813 positive PPI pairs across 8,248 proteins, plus equal number of experimentally-validated negative pairs. Task: Binary Classification. Given two protein amino acid sequences, predict whether they physically interact or not. (1) Protein 1 (ENSG00000140905) has sequence MALRVVRSVRALLCTLRAVPSPAAPCPPRPWQLGVGAVRTLRTGPALLSVRKFTEKHEWVTTENGIGTVGISNFAQEALGDVVYCSLPEVGTKLNKQDEFGALESVKAASELYSPLSGEVTEINEALAENPGLVNKSCYEDGWLIKMTLSNPSELDELMSEEAYEKYIKSIEE*SVRALLCTLRAVPSPAAPCPPRPWQLGVGAVRTLRTGPALLSDEFGALESVKAASELYSPLSGEVTEINEALAENPGLVNKSCYEDGWLIKMTLSNPSELDELMSEEAYEKYIKSIEE*MALRVVR.... Protein 2 (ENSG00000133488) has sequence MSSRVGDLSPQQQEALARFRENLQDLLPILPNADDYFLLRWLRARNFDLQKSEDMLRRHMEFRKQQDLDNIVTWQPPEVIQLYDSGGLCGYDYEGCPVYFNIIGSLDPKGLLLSASKQDMIRKRIKVCELLLHECELQTQKLGRKIEMALMVFDMEGLSLKHLWKPAVEVYQQFFSILEANYPETLKNLIVIRAPKLFPVAFNLVKSFMSEETRRKIVILGDNWKQELTKFISPDQLPVEFGGTMTDPDGNPKCLTKINYGGEVPKSYYLCEQVRLQYEHTRSVGRGSSLQVENEILFPG.... Result: 0 (the proteins do not interact). (2) Protein 1 (ENSG00000268651) has sequence MQAEGRGTGGSTGDADGPGGPGIPDGPGGNAGGPGEAGATGGRGPRGAGAARASGPGGGAPRGPHGGAASGLNGCCRCGARGPESRLLEFYLAMPFATPMEAELARRSLAQDAPPLPVPGVLLKEFTVSGNILTIRLTAADHRQLQLSISSCLQQLSLLMWITQCFLPVFLAQPPSGQRR*MQAEGRGTGGSTGDADGPGGPGIPDGPGGNAGGPGEAGATGGRGPRGAGAARASGPGGGAPRGPHGGAASGLNGCCRCGARGPESRLLEFYLAMPFATPMEAELARRSLAQDAPPLPVP.... Protein 2 (ENSG00000189037) has sequence MTASASSFSSSQGVQQPSIYSFSQITRSLFLSNGVAANDKLLLSSNRITAIVNASVEVVNVFFEGIQYIKVPVTDARDSRLYDFFDPIADLIHTIDMRQGRTLLHCMAGVSRSASLCLAYLMKYHSMSLLDAHTWTKSRRPIIRPNNGFWEQLINYEFKLFNNNTVRMINSPVGNIPDIYEKDLRMMISM*. Result: 0 (the proteins do not interact). (3) Protein 1 (ENSG00000101082) has sequence MGSLPSRRKSLPSPSLSSSVQGQGPVTMEAERSKATAVALGSFPAGGPAELSLRLGEPLTIVSEDGDWWTVLSEVSGREYNIPSVHVAKVSHGWLYEGLSREKAEELLLLPGNPGGAFLIRESQTRRGSYSLSVRLSRPASWDRIRHYRIHCLDNGWLYISPRLTFPSLQALVDHYSELADDICCLLKEPCVLQRAGPLPGKDIPLPVTVQRTPLNWKELDSSLLFSEAATGEESLLSEGLRESLSFYISLNDEAVSLDDA*MGSLPSRRKSLPSPSLSSSVQGQGPVTMEAERSKATAV.... Protein 2 (ENSG00000165805) has sequence MEMQQNCSISCFWETQPLGCVKISCIFYHSKPRNINGLFLPPSSNITLQKEIQEGIPLQSQSQEPLKPQENISRPIHHPLVLKTNFEEEEEVDEQNDASSLWTKTPEEIEEKRAIKEMCYKSGEYYRFHTPPDILSSKSMTPTAEKQLEKPLENGSELQEGDSLTVPTKLSQYERQGEIKTSLHGKPKTDIAAFENGGGDCYVPQRVIFLGVDESEALTEEKEITISKCSNTKDNKDSPHPKHSLTTRLVPTTHVLNATENISMKCREDPSSMNDVQPVKKPHFKGVKKRKWIYDEPQNF.... Result: 0 (the proteins do not interact). (4) Protein 1 (ENSG00000007923) has sequence MATALSEEELDNEDYYSLLNVRREASSEELKAAYRRLCMLYHPDKHRDPELKSQAERLFNLVHQAYEVLSDPQTRAIYDIYGKRGLEMEGWEVVERRRTPAEIREEFERLQREREERRLQQRTNPKGTISVGVDATDLFDRYDEEYEDVSGSSFPQIEINKMHISQSIEAPLTATDTAILSGSLSTQNGNGGGSINFALRRVTSAKGWGELEFGAGDLQGPLFGLKLFRNLTPRCFVTTNCALQFSSRGIRPGLTTVLARNLDKNTVGYLQWRWGIQSAMNTSIVRDTKTSHFTVALQLG.... Protein 2 (ENSG00000183077) has sequence MMDVSGVGFPSKVPWKKMSAEELENQYCPSRWVVRLGAEEALRTYSQIGIEATTRARATRKSLLHVPYGDGEGEKVDIYFPDESSEALPFFLFFHGGYWQSGSKDESAFMVHPLTAQGVAVVIVAYGIAPKGTLDHMVDQVTRSVAFVQKRYPSNKGIYLCGHSAGAHLAAMMLLADWTKHGVTPNLRGFFLVSGVFDLEPIVYTSQNVALQLTLEDAQRNSPQLKVAQAQPVDPTCRVLVVVGQFDSPEFHRQSWEFYQVLPVQTLCQGEWKASFEELHDVDHFEIVENLTQKDNVLTQ.... Result: 0 (the proteins do not interact). (5) Protein 1 (ENSG00000197641) has sequence MDSLGAVSTRLGFDLFKELKKTNDGNIFFSPVGILTAIGMVLLGTRGATASQLEEVFHSEKETKSSRIKAEEKEVVRIKAEGKEIENTEAVHQQFQKFLTEISKLTNDYELNITNRLFGEKTYLFLQKYLDYVEKYYHASLEPVDFVNAADESRKKINSWVESKTNEKIKDLFPDGSISSSTKLVLVNMVYFKGQWDREFKKENTKEEKFWMNKSTSKSVQMMTQSHSFSFTFLEDLQAKILGIPYKNNDLSMFVLLPNDIDGLEKIIDKISPEKLVEWTSPGHMEERKVNLHLPRFEVE.... Protein 2 (ENSG00000113460) has sequence MAATKRKRRGGFAVQAKKPKRNEIDAEPPAKRHATAEEVEEEERDRIPGPVCKGKWKNKERILIFSSRGINFRTRHLMQDLRMLMPHSKADTKMDRKDKLFVINEVCEMKNCNKCIYFEAKKKQDLYMWLSNSPHGPSAKFLVQNIHTLAELKMTGNCLKGSRPLLSFDPAFDELPHYALLKELLIQIFSTPRYHPKSQPFVDHVFTFTILDNRIWFRNFQIIEEDAALVEIGPRFVLNLIKIFQGSFGGPTLYENPHYQSPNMHRRVIRSITAAKYREKQQVKDVQKLRKKEPKTLLPH.... Result: 0 (the proteins do not interact). (6) Protein 1 (ENSG00000036672) has sequence MSQLSSTLKRYTESARYTDAHYAKSGYGAYTPSSYGANLAASLLEKEKLGFKPVPTSSFLTRPRTYGPSSLLDYDRGRPLLRPDITGGGKRAESQTRGTERPLGSGLSGGSGFPYGVTNNCLSYLPINAYDQGVTLTQKLDSQSDLARDFSSLRTSDSYRIDPRNLGRSPMLARTRKELCTLQGLYQTASCPEYLVDYLENYGRKGSASQVPSQAPPSRVPEIISPTYRPIGRYTLWETGKGQAPGPSRSSSPGRDGMNSKSAQGLAGLRNLGNTCFMNSILQCLSNTRELRDYCLQRLY.... Protein 2 (ENSG00000166579) has sequence MDGEDIPDFSSLKEETAYWKELSLKYKQSFQEARDELVEFQEGSRELEAELEAQLVQAEQRNRDLQADNQRLKYEVEALKEKLEHQYAQSYKQVSVLEDDLSQTRAIKEQLHKYVRELEQANDDLERAKRATIVSLEDFEQRLNQAIERNAFLESELDEKESLLVSVQRLKDEARDLRQELAVRERQQEVTRKSAPSSPTLDCEKMDSAVQASLSLPATPVGKGTENTFPSPKAIPNGFGTSPLTPSARISALNIVGDLLRKVGALESKLAACRNFAKDQASRKSYISGNVNCGVLNGNG.... Result: 1 (the proteins interact). (7) Protein 1 (ENSG00000117475) has sequence MTTKNLETKVTVTSSPIRGAGDGMETEEPPKSVEVTSGVQSRKHHSLQSPWKKAVPSESPGVLQLGKMLTEKAMEVKAVRILVPKAAITHDIPNKNTKVKSLGHHKGEFLGQSEGVIEPNKELSEVKNVLEKLKNSERRLLQDKEGLSNQLRVQTEVNRELKKLLVASVGDDLQYHFERLAREKNQLILENEALGRNTAQLSEQLERMSIQCDVWRSKFLASRVMADELTNSRAALQRQNRDAHGAIQDLLSEREQFRQEMIATQKLLEELLVSLQWGREQTYSPSVQPHSTAELALTNH.... Protein 2 (ENSG00000164675) has sequence MSNQQEKYEAQNIVNSTEESDDAFDTVTIPVPSEEPQESDQTEEHESGIEQFSESHAIHVEEQSDQSFSSLEPDNEQLMEEVISPRQVSYTPQHHEKQYAMQRPNDDSLAFLDKIKSVKESLQESVEDSLATVKVVLIPVGQEIVIPFKVDTILKYLKDHFSHLLGIPHSVLQIRYSGKILKNNETLVQHGVKPQEIVQVEIFSTNPDLYPVRRIDGLTDVSQIITVTVQTGLDQYQQVPVEIVKSDFHKPFLGGFRHKVTGVEYHNAGTQTVPKRIPERLSIFCRDTQTVFQKKNLQQT.... Result: 1 (the proteins interact).